This data is from Reaction yield outcomes from USPTO patents with 853,638 reactions. The task is: Predict the reaction yield, written as a fraction of the theoretical maximum amount of product (1.0 means a 100% yield; for example, 0.34 means a 34% yield). (1) The reactants are [CH3:1][N:2]([CH3:22])[CH2:3][CH2:4][O:5][C:6]1[CH:11]=[CH:10][C:9]([NH:12]C(=O)C)=[CH:8][C:7]=1[C:16]1[N:17]([CH3:21])[N:18]=[CH:19][CH:20]=1.[OH-].[Na+]. The catalyst is C(O)C.O. The product is [CH3:1][N:2]([CH3:22])[CH2:3][CH2:4][O:5][C:6]1[CH:11]=[CH:10][C:9]([NH2:12])=[CH:8][C:7]=1[C:16]1[N:17]([CH3:21])[N:18]=[CH:19][CH:20]=1. The yield is 0.875. (2) The reactants are [S:1]1[CH:5]=[CH:4][CH:3]=[C:2]1[SH:6].Br[CH2:8][CH2:9][CH2:10][NH:11][C:12](=[O:14])[CH3:13].C([O-])([O-])=O.[K+].[K+]. The catalyst is C(Cl)Cl. The product is [S:1]1[CH:5]=[CH:4][CH:3]=[C:2]1[S:6][CH2:8][CH2:9][CH2:10][NH:11][C:12](=[O:14])[CH3:13]. The yield is 0.728. (3) The catalyst is C1COCC1.Cl[Pd](Cl)([P](C1C=CC=CC=1)(C1C=CC=CC=1)C1C=CC=CC=1)[P](C1C=CC=CC=1)(C1C=CC=CC=1)C1C=CC=CC=1.[Cu]I. The product is [CH:16]([C:15]1[CH:18]=[CH:19][C:12]([C:2]#[C:1][C:3]2[CH:10]=[CH:9][C:6]([C:7]#[N:8])=[CH:5][CH:4]=2)=[CH:13][CH:14]=1)=[O:17]. The yield is 0.900. The reactants are [C:1]([C:3]1[CH:10]=[CH:9][C:6]([C:7]#[N:8])=[CH:5][CH:4]=1)#[CH:2].I[C:12]1[CH:19]=[CH:18][C:15]([CH:16]=[O:17])=[CH:14][CH:13]=1.C(N(CC)CC)C. (4) The reactants are [Cl:1][C:2]1[CH:30]=[C:29]([Cl:31])[CH:28]=[CH:27][C:3]=1[C:4]([C:6]1[O:7][C:8]2[CH:18]=[C:17](OS(C(F)(F)F)(=O)=O)[CH:16]=[CH:15][C:9]=2[C:10]=1[C:11]([F:14])([F:13])[F:12])=[O:5].[C:32]([NH:35][C:36]1[CH:37]=[C:38](B(O)O)[CH:39]=[CH:40][CH:41]=1)(=[O:34])[CH3:33].C(=O)([O-])[O-].[K+].[K+]. The catalyst is CN(C)C=O.C1C=CC([P]([Pd]([P](C2C=CC=CC=2)(C2C=CC=CC=2)C2C=CC=CC=2)([P](C2C=CC=CC=2)(C2C=CC=CC=2)C2C=CC=CC=2)[P](C2C=CC=CC=2)(C2C=CC=CC=2)C2C=CC=CC=2)(C2C=CC=CC=2)C2C=CC=CC=2)=CC=1. The product is [Cl:1][C:2]1[CH:30]=[C:29]([Cl:31])[CH:28]=[CH:27][C:3]=1[C:4]([C:6]1[O:7][C:8]2[CH:18]=[C:17]([C:40]3[CH:41]=[C:36]([NH:35][C:32](=[O:34])[CH3:33])[CH:37]=[CH:38][CH:39]=3)[CH:16]=[CH:15][C:9]=2[C:10]=1[C:11]([F:12])([F:13])[F:14])=[O:5]. The yield is 0.183. (5) The reactants are CC(C)=CC[O:5][C:6]1[CH:15]=[C:14]([O:16][CH2:17][O:18][CH3:19])[CH:13]=[C:12]2[C:7]=1[C:8](=[O:29])[CH:9]=[C:10]([C:20]1[CH:25]=[CH:24][C:23]([O:26][CH3:27])=[C:22]([Cl:28])[CH:21]=1)[O:11]2.Cl. The catalyst is C(N(CC)C1C=CC=CC=1)C. The product is [Cl:28][C:22]1[CH:21]=[C:20]([C:10]2[O:11][C:12]3[C:7]([C:8](=[O:29])[CH:9]=2)=[C:6]([OH:5])[CH:15]=[C:14]([O:16][CH2:17][O:18][CH3:19])[C:13]=3[CH2:15][CH:6]=[C:7]([CH3:12])[CH3:8])[CH:25]=[CH:24][C:23]=1[O:26][CH3:27]. The yield is 0.356. (6) The reactants are C(OC([NH:8][CH2:9][CH2:10][CH2:11][CH2:12][CH2:13]/[CH:14]=[C:15](\[F:21])/[C:16]([O:18][CH2:19][CH3:20])=[O:17])=O)(C)(C)C.C(O)(C(F)(F)F)=O.O. The catalyst is C(Cl)Cl. The product is [NH2:8][CH2:9][CH2:10][CH2:11][CH2:12][CH2:13]/[CH:14]=[C:15](\[F:21])/[C:16]([O:18][CH2:19][CH3:20])=[O:17]. The yield is 0.950. (7) The reactants are [F:1][C:2]1[CH:35]=[C:34]([F:36])[CH:33]=[CH:32][C:3]=1[CH2:4][N:5]1[C:9]2=[CH:10][N:11]=[C:12]([C:14](O)=[O:15])[CH:13]=[C:8]2[C:7]([CH2:17][N:18]2[CH2:23][CH2:22][C:21]([OH:31])([CH2:24][N:25]3[CH2:29][CH2:28][CH2:27][C:26]3=[O:30])[CH2:20][CH2:19]2)=[CH:6]1.CN(C([O:44][N:45]1N=N[C:47]2[CH:48]=CC=N[C:46]1=2)=[N+](C)C)C.F[P-](F)(F)(F)(F)F.C(N(CC)CC)C.Cl.C(NO)CC. The catalyst is CN(C=O)C. The product is [F:1][C:2]1[CH:35]=[C:34]([F:36])[CH:33]=[CH:32][C:3]=1[CH2:4][N:5]1[C:9]2=[CH:10][N:11]=[C:12]([C:14]([N:45]([OH:44])[CH2:46][CH2:47][CH3:48])=[O:15])[CH:13]=[C:8]2[C:7]([CH2:17][N:18]2[CH2:23][CH2:22][C:21]([OH:31])([CH2:24][N:25]3[CH2:29][CH2:28][CH2:27][C:26]3=[O:30])[CH2:20][CH2:19]2)=[CH:6]1. The yield is 0.530. (8) The reactants are C(=O)(SC)O[O:3][CH:4]([O:8][C:9](=[O:13])[CH:10]([CH3:12])[CH3:11])[CH:5]([CH3:7])[CH3:6].[OH:17][N:18]1[C:22](=[O:23])[C@H:21]([O:24][C:25](=[O:32])[C:26]2[CH:31]=[CH:30][CH:29]=[CH:28][CH:27]=2)[C@@H:20]([O:33][C:34](=[O:41])[C:35]2[CH:40]=[CH:39][CH:38]=[CH:37][CH:36]=2)[C:19]1=[O:42].[C:43](OO)(=[O:45])C.C(O)(=O)C. The catalyst is ClCCCl. The product is [CH3:12][CH:10]([CH3:11])[C:9]([O:8][CH:4]([O:3][C:43]([O:17][N:18]1[C:22](=[O:23])[C@H:21]([O:24][C:25](=[O:32])[C:26]2[CH:27]=[CH:28][CH:29]=[CH:30][CH:31]=2)[C@@H:20]([O:33][C:34](=[O:41])[C:35]2[CH:40]=[CH:39][CH:38]=[CH:37][CH:36]=2)[C:19]1=[O:42])=[O:45])[CH:5]([CH3:6])[CH3:7])=[O:13]. The yield is 0.250. (9) The reactants are [N+:1]([C:4]1[CH:12]=[C:11]2[C:7]([CH2:8][CH:9]([C:13]([O:15][CH3:16])=[O:14])[NH:10]2)=[CH:6][CH:5]=1)([O-:3])=[O:2].[CH2:17]([O:24][C:25]1[C:33]([O:34][CH3:35])=[CH:32][C:28]([C:29](Cl)=[O:30])=[C:27]([N+:36]([O-:38])=[O:37])[CH:26]=1)[C:18]1[CH:23]=[CH:22][CH:21]=[CH:20][CH:19]=1.N1C2C(=CC=CC=2)CC1.C(N(CC)CC)C. The catalyst is O1CCCC1. The product is [CH2:17]([O:24][C:25]1[C:33]([O:34][CH3:35])=[CH:32][C:28]([C:29]([N:10]2[C:11]3[C:7](=[CH:6][CH:5]=[C:4]([N+:1]([O-:3])=[O:2])[CH:12]=3)[CH2:8][CH:9]2[C:13]([O:15][CH3:16])=[O:14])=[O:30])=[C:27]([N+:36]([O-:38])=[O:37])[CH:26]=1)[C:18]1[CH:23]=[CH:22][CH:21]=[CH:20][CH:19]=1. The yield is 0.414.